From a dataset of Forward reaction prediction with 1.9M reactions from USPTO patents (1976-2016). Predict the product of the given reaction. Given the reactants [CH3:1][O:2][C:3]1[CH:4]=[C:5]([CH:7]=[CH:8][C:9]=1[C:10]1[O:14][CH:13]=[N:12][CH:11]=1)[NH2:6].[CH:15]([C:17]1[S:21][C:20]([C:22]([OH:24])=[O:23])=[CH:19][CH:18]=1)=O.[BH4-].[Na+], predict the reaction product. The product is: [CH3:1][O:2][C:3]1[CH:4]=[C:5]([CH:7]=[CH:8][C:9]=1[C:10]1[O:14][CH:13]=[N:12][CH:11]=1)[NH:6][CH2:15][C:17]1[S:21][C:20]([C:22]([OH:24])=[O:23])=[CH:19][CH:18]=1.